From a dataset of Forward reaction prediction with 1.9M reactions from USPTO patents (1976-2016). Predict the product of the given reaction. (1) Given the reactants [CH:1]1([CH2:7][N:8]=[C:9]=[O:10])[CH2:6][CH2:5][CH2:4][CH2:3][CH2:2]1.[OH:11][C:12]1[CH:13]=[C:14]([CH:18]=[CH:19][CH:20]=1)[C:15]([OH:17])=[O:16], predict the reaction product. The product is: [CH:1]1([CH2:7][NH:8][C:9]([O:11][C:12]2[CH:13]=[C:14]([CH:18]=[CH:19][CH:20]=2)[C:15]([OH:17])=[O:16])=[O:10])[CH2:6][CH2:5][CH2:4][CH2:3][CH2:2]1. (2) Given the reactants CS[C:3](=[N:12][CH2:13][Si](C)(C)C)[C:4]1[CH:9]=[CH:8][C:7]([Br:10])=[C:6]([Cl:11])[CH:5]=1.[Cl:18][C:19]1[CH:24]=[C:23]([C:25]([C:27](F)(F)F)=[CH2:26])[CH:22]=[C:21]([Cl:31])[CH:20]=1.O.O.O.[F-].C([N+](CCCC)(CCCC)CCCC)CCC, predict the reaction product. The product is: [Br:10][C:7]1[CH:8]=[CH:9][C:4]([C:3]2[CH2:27][C:25]([C:23]3[CH:22]=[C:21]([Cl:31])[CH:20]=[C:19]([Cl:18])[CH:24]=3)([CH3:26])[CH2:13][N:12]=2)=[CH:5][C:6]=1[Cl:11]. (3) Given the reactants [Cl:1][C:2]1[CH:3]=[C:4]([C:10]2[O:14][N:13]=[C:12]([C:15]3[CH:23]=[CH:22][C:21]4[NH:20][C:19]5[CH:24]([CH2:27][C:28]([O:30]C)=[O:29])[CH2:25][CH2:26][C:18]=5[C:17]=4[CH:16]=3)[N:11]=2)[CH:5]=[N:6][C:7]=1[O:8][CH3:9].[Br-].[Li+].C(N(CC)CC)C.Cl, predict the reaction product. The product is: [Cl:1][C:2]1[CH:3]=[C:4]([C:10]2[O:14][N:13]=[C:12]([C:15]3[CH:23]=[CH:22][C:21]4[NH:20][C:19]5[CH:24]([CH2:27][C:28]([OH:30])=[O:29])[CH2:25][CH2:26][C:18]=5[C:17]=4[CH:16]=3)[N:11]=2)[CH:5]=[N:6][C:7]=1[O:8][CH3:9]. (4) Given the reactants [OH:1][CH2:2][CH2:3][CH2:4][CH2:5][CH2:6][N:7]1[C:11]2[CH:12]=[CH:13][CH:14]=[CH:15][C:10]=2[N:9]=[C:8]1[C:16]([N:18]([CH2:40][CH:41]([CH3:43])[CH3:42])[C@H:19]1[CH2:24][C@@H:23]([C:25]([N:27]2[CH2:32][CH2:31][O:30][CH2:29][CH2:28]2)=[O:26])[CH2:22][N:21](C(OC(C)(C)C)=O)[CH2:20]1)=[O:17].[ClH:44].CO, predict the reaction product. The product is: [ClH:44].[ClH:44].[OH:1][CH2:2][CH2:3][CH2:4][CH2:5][CH2:6][N:7]1[C:11]2[CH:12]=[CH:13][CH:14]=[CH:15][C:10]=2[N:9]=[C:8]1[C:16]([N:18]([CH2:40][CH:41]([CH3:43])[CH3:42])[C@H:19]1[CH2:24][C@@H:23]([C:25]([N:27]2[CH2:28][CH2:29][O:30][CH2:31][CH2:32]2)=[O:26])[CH2:22][NH:21][CH2:20]1)=[O:17].